Dataset: Retrosynthesis with 50K atom-mapped reactions and 10 reaction types from USPTO. Task: Predict the reactants needed to synthesize the given product. (1) Given the product COc1ccc(CSCCN(Cc2ccc(Cl)nc2)CC(C)C)cc1, predict the reactants needed to synthesize it. The reactants are: CC(C)C=O.COc1ccc(CSCCNCc2ccc(Cl)nc2)cc1. (2) Given the product COc1ccc(COc2cn(-c3cc(-c4ccccc4)ccn3)ccc2=O)cc1, predict the reactants needed to synthesize it. The reactants are: COc1ccc(COc2cn(-c3cc(B(O)O)ccn3)ccc2=O)cc1.Ic1ccccc1. (3) The reactants are: Nc1ccc(NC(=O)c2ccc(F)cc2C(F)(F)F)cc1.O=c1[nH]c2nccc(Cl)c2c2ccccc12. Given the product O=C(Nc1ccc(Nc2ccnc3[nH]c(=O)c4ccccc4c23)cc1)c1ccc(F)cc1C(F)(F)F, predict the reactants needed to synthesize it. (4) Given the product CN1CCC(CN(C)Cc2cc3nc(Cl)nc(N4CCOCC4)c3s2)CC1, predict the reactants needed to synthesize it. The reactants are: CN1CCC(C=O)CC1.CNCc1cc2nc(Cl)nc(N3CCOCC3)c2s1. (5) Given the product CN1Cc2c(C#N)ncn2-c2ccc(Cl)cc2C1=O, predict the reactants needed to synthesize it. The reactants are: CN1Cc2c(C(N)=O)ncn2-c2ccc(Cl)cc2C1=O. (6) Given the product COc1c(N)cc(Br)cc1F, predict the reactants needed to synthesize it. The reactants are: COc1c(F)cc(Br)cc1[N+](=O)[O-]. (7) Given the product Cc1nc(C=O)nn1-c1ccc(F)cc1, predict the reactants needed to synthesize it. The reactants are: Cc1nc(CO)nn1-c1ccc(F)cc1. (8) The reactants are: CC(C)(O)c1ccc2c(c1)C(=CCCBr)c1cccnc1CO2.OC1(c2ccccc2)CCNCC1. Given the product CC(C)(O)c1ccc2c(c1)C(=CCCN1CCC(O)(c3ccccc3)CC1)c1cccnc1CO2, predict the reactants needed to synthesize it. (9) Given the product O=[N+]([O-])c1ccccc1S(=O)(=O)N1CC2C=CC1C2, predict the reactants needed to synthesize it. The reactants are: C1=CC2CC1CN2.O=[N+]([O-])c1ccccc1S(=O)(=O)Cl.